From a dataset of Full USPTO retrosynthesis dataset with 1.9M reactions from patents (1976-2016). Predict the reactants needed to synthesize the given product. (1) Given the product [CH2:1]([N:6]1[C:27]2[C:22](=[CH:23][CH:24]=[CH:25][CH:26]=2)[C:8]2([CH2:20][CH2:19][CH2:18][C:17]3[C:9]2=[CH:10][C:11]2[O:15][CH2:14][O:13][C:12]=2[CH:16]=3)[C:7]1=[O:28])[CH2:2][CH2:3][CH2:4][CH3:5], predict the reactants needed to synthesize it. The reactants are: [CH2:1]([N:6]1[C:27]2[C:22](=[CH:23][CH:24]=[CH:25][CH:26]=2)[C:8]2([CH2:20][CH2:19][C:18](=O)[C:17]3[C:9]2=[CH:10][C:11]2[O:15][CH2:14][O:13][C:12]=2[CH:16]=3)[C:7]1=[O:28])[CH2:2][CH2:3][CH2:4][CH3:5].C(N1C2C(=CC=CC=2)C2(C3C(=CC4OCOC=4C=3)C(=O)C2)C1=O)CCCC. (2) Given the product [CH2:44]([O:26][C:14]1[CH:15]=[C:16]([CH2:19][CH2:20][C:21]([OH:23])=[O:22])[CH:17]=[CH:18][C:13]=1[O:12][CH2:11][CH2:10][CH2:9][C:8]1[C:4]([O:3][CH2:1][CH3:2])=[N:5][N:6]([C:27]2[CH:32]=[CH:31][C:30]([C:33]([F:35])([F:34])[F:36])=[CH:29][N:28]=2)[CH:7]=1)[CH2:45][CH2:46][CH3:47], predict the reactants needed to synthesize it. The reactants are: [CH2:1]([O:3][C:4]1[C:8]([CH2:9][CH2:10][CH2:11][O:12][C:13]2[CH:18]=[CH:17][C:16]([CH2:19][CH2:20][C:21]([O:23]CC)=[O:22])=[CH:15][C:14]=2[OH:26])=[CH:7][N:6]([C:27]2[CH:32]=[CH:31][C:30]([C:33]([F:36])([F:35])[F:34])=[CH:29][N:28]=2)[N:5]=1)[CH3:2].C(=O)([O-])[O-].[K+].[K+].I[CH2:44][CH2:45][CH2:46][CH3:47].CN(C)C=O. (3) Given the product [CH2:1]([O:9][C:10]1[CH:11]=[C:12]([CH:16]2[CH2:21][CH2:20][CH2:19][NH:18][CH2:17]2)[CH:13]=[CH:14][CH:15]=1)[CH2:2][CH2:3][CH2:4][CH2:5][CH2:6][CH2:7][CH3:8], predict the reactants needed to synthesize it. The reactants are: [CH2:1]([O:9][C:10]1[CH:11]=[C:12]([C:16]2[CH:17]=[N:18][CH:19]=[CH:20][CH:21]=2)[CH:13]=[CH:14][CH:15]=1)[CH2:2][CH2:3][CH2:4][CH2:5][CH2:6][CH2:7][CH3:8].Cl. (4) Given the product [C@H:14]1([NH:13][C:6]2[CH:5]=[CH:4][C:3]3[C:8](=[CH:9][CH:10]=[CH:11][C:2]=3[I:1])[N:7]=2)[C:22]2[C:17](=[CH:18][CH:19]=[CH:20][CH:21]=2)[CH2:16][CH2:15]1, predict the reactants needed to synthesize it. The reactants are: [I:1][C:2]1[CH:11]=[CH:10][CH:9]=[C:8]2[C:3]=1[CH:4]=[CH:5][C:6](Cl)=[N:7]2.[NH2:13][C@H:14]1[C:22]2[C:17](=[CH:18][CH:19]=[CH:20][CH:21]=2)[CH2:16][CH2:15]1. (5) Given the product [CH2:19]([N:44]([CH:45]1[CH2:49][CH2:48][CH2:47][CH2:46]1)[C:41]1[N:40]=[N:39][C:38]([NH:18][C:19]([C:21]2[CH:37]=[CH:36][C:24]([O:25][C@@H:26]3[CH2:31][CH2:30][C@H:29]([C:32]([O:34][CH3:35])=[O:33])[CH2:28][CH2:27]3)=[CH:23][CH:22]=2)=[O:20])=[CH:43][CH:42]=1)[C:21]1[CH:37]=[CH:36][CH:24]=[CH:23][CH:22]=1, predict the reactants needed to synthesize it. The reactants are: COC([C@@H]1CC[C@H](OC2C=CC(C([N:18]([C:38]3[N:39]=[N:40][C:41]([NH:44][CH:45]4[CH2:49][CH2:48][CH2:47][CH2:46]4)=[CH:42][CH:43]=3)[C:19]([C:21]3[CH:37]=[CH:36][C:24]([O:25][C@@H:26]4[CH2:31][CH2:30][C@H:29]([C:32]([O:34][CH3:35])=[O:33])[CH2:28][CH2:27]4)=[CH:23][CH:22]=3)=[O:20])=O)=CC=2)CC1)=O.O.NN.